Dataset: Full USPTO retrosynthesis dataset with 1.9M reactions from patents (1976-2016). Task: Predict the reactants needed to synthesize the given product. (1) Given the product [Si:1]([O:8][C:9]1[C:10]([F:31])=[C:11]([CH:12]=[C:13]([CH2:15][CH3:16])[CH:14]=1)[CH:17]=[O:18])([C:4]([CH3:7])([CH3:6])[CH3:5])([CH3:3])[CH3:2], predict the reactants needed to synthesize it. The reactants are: [Si:1]([O:8][C:9]1[C:10]([F:31])=[C:11]([CH:17](C2N(C)N=C(C3C=CC=CC=3)N=2)[OH:18])[CH:12]=[C:13]([CH2:15][CH3:16])[CH:14]=1)([C:4]([CH3:7])([CH3:6])[CH3:5])([CH3:3])[CH3:2].C(N(C(C)C)C(C)C)C.CS(OS(C)(=O)=O)(=O)=O.C(OC(N(C(OC(C)(C)C)=O)C1C2C(=CC(N)=CC=2)C=CN=1)=O)(C)(C)C. (2) Given the product [CH:2]12[CH2:3][CH:4]([CH2:5][CH2:6]1)[CH2:7][CH:1]2[C:8]1[CH:12]=[CH:11][C:10](=[C:13]([C:14]2[CH:19]=[CH:18][CH:17]=[CH:16][CH:15]=2)[C:21]2[CH:26]=[CH:25][CH:24]=[CH:23][CH:22]=2)[CH:9]=1, predict the reactants needed to synthesize it. The reactants are: [C:1]12([C:8]3[CH2:12][CH:11]=[CH:10][CH:9]=3)[CH2:7][CH:4]([CH2:5][CH2:6]1)[CH2:3][CH2:2]2.[C:13]([C:21]1[CH:26]=[CH:25][CH:24]=[CH:23][CH:22]=1)(=O)[C:14]1[CH:19]=[CH:18][CH:17]=[CH:16][CH:15]=1.C[O-].[Na+].O. (3) Given the product [Cl:1][C:2]1[C:11]2[C:6](=[CH:7][C:8]([O:12][CH2:14][CH2:15][CH3:16])=[CH:9][CH:10]=2)[CH:5]=[CH:4][N:3]=1, predict the reactants needed to synthesize it. The reactants are: [Cl:1][C:2]1[C:11]2[C:6](=[CH:7][C:8]([OH:12])=[CH:9][CH:10]=2)[CH:5]=[CH:4][N:3]=1.Br[CH2:14][CH2:15][CH3:16].C([O-])([O-])=O.[K+].[K+]. (4) Given the product [OH:25][NH:24][C:22](=[O:23])[C@:21]([CH3:36])([S:32]([CH3:35])(=[O:34])=[O:33])[CH2:20][CH2:19][N:16]1[CH:17]=[CH:18][C:13]([C:10]2[CH:11]=[CH:12][C:7]([C@H:5]3[CH2:4][C@@H:3]([OH:2])[CH2:6]3)=[CH:8][CH:9]=2)=[CH:14][C:15]1=[O:37], predict the reactants needed to synthesize it. The reactants are: Cl.[OH:2][C@@H:3]1[CH2:6][C@H:5]([C:7]2[CH:12]=[CH:11][C:10]([C:13]3[CH:18]=[CH:17][N:16]([CH2:19][CH2:20][C@@:21]([CH3:36])([S:32]([CH3:35])(=[O:34])=[O:33])[C:22]([NH:24][O:25]C4CCCCO4)=[O:23])[C:15](=[O:37])[CH:14]=3)=[CH:9][CH:8]=2)[CH2:4]1.